Dataset: Catalyst prediction with 721,799 reactions and 888 catalyst types from USPTO. Task: Predict which catalyst facilitates the given reaction. (1) Reactant: [CH3:1][O:2][C:3]1[CH:24]=[CH:23][C:6]2[N:7]([CH2:10][C:11]3[CH:22]=[CH:21][C:14]4[N:15]=[C:16](S(C)=O)[O:17][C:13]=4[CH:12]=3)[CH:8]=[N:9][C:5]=2[CH:4]=1.[NH2:25][C@@H:26]1[CH2:31][CH2:30][CH2:29][CH2:28][C@H:27]1[OH:32].CCN(C(C)C)C(C)C.O. Product: [CH3:1][O:2][C:3]1[CH:24]=[CH:23][C:6]2[N:7]([CH2:10][C:11]3[CH:22]=[CH:21][C:14]4[N:15]=[C:16]([NH:25][C@@H:26]5[CH2:31][CH2:30][CH2:29][CH2:28][C@H:27]5[OH:32])[O:17][C:13]=4[CH:12]=3)[CH:8]=[N:9][C:5]=2[CH:4]=1. The catalyst class is: 44. (2) Reactant: [H-].[Na+].[F:3][C:4]([F:8])([F:7])[CH2:5][OH:6].C[O:10][C:11]([C:13]1[O:14][C:15]([CH2:18]Cl)=[CH:16][CH:17]=1)=[O:12]. Product: [F:3][C:4]([F:8])([F:7])[CH2:5][O:6][CH2:18][C:15]1[O:14][C:13]([C:11]([OH:12])=[O:10])=[CH:17][CH:16]=1. The catalyst class is: 31. (3) Reactant: [NH2:1][C:2]([C:4]1[CH:16]=[CH:15][C:7]2[S:8][C:9]([C:11]([O:13]C)=[O:12])=[CH:10][C:6]=2[CH:5]=1)=[O:3].O.[OH-].[Li+].O. Product: [NH2:1][C:2]([C:4]1[CH:16]=[CH:15][C:7]2[S:8][C:9]([C:11]([OH:13])=[O:12])=[CH:10][C:6]=2[CH:5]=1)=[O:3]. The catalyst class is: 5. (4) Reactant: [Cl-].[Cl-].[Cl-].[Al+3].[F:5][C:6]1[CH:11]=[CH:10][CH:9]=[CH:8][C:7]=1[O:12][CH3:13].[C:14]1([CH2:20][C:21](Cl)=[O:22])[CH:19]=[CH:18][CH:17]=[CH:16][CH:15]=1.O. Product: [F:5][C:6]1[CH:11]=[C:10]([C:21](=[O:22])[CH2:20][C:14]2[CH:19]=[CH:18][CH:17]=[CH:16][CH:15]=2)[CH:9]=[CH:8][C:7]=1[O:12][CH3:13]. The catalyst class is: 4. (5) Reactant: [C:1]([N:4]1[C:13]2[C:8](=[CH:9][C:10]([N:14]3[CH2:19][CH2:18][N:17](C(OC(C)(C)C)=O)[CH2:16][CH2:15]3)=[CH:11][CH:12]=2)[C@H:7]([NH:27][C:28]2[CH:33]=[CH:32][C:31]([C:34](=[O:36])[NH2:35])=[CH:30][CH:29]=2)[C@@H:6]([CH3:37])[C@@H:5]1[CH3:38])(=[O:3])[CH3:2].FC(F)(F)C(O)=O. Product: [C:1]([N:4]1[C:13]2[C:8](=[CH:9][C:10]([N:14]3[CH2:15][CH2:16][NH:17][CH2:18][CH2:19]3)=[CH:11][CH:12]=2)[C@H:7]([NH:27][C:28]2[CH:33]=[CH:32][C:31]([C:34]([NH2:35])=[O:36])=[CH:30][CH:29]=2)[C@@H:6]([CH3:37])[C@@H:5]1[CH3:38])(=[O:3])[CH3:2]. The catalyst class is: 61. (6) Reactant: FC(F)(F)C(O)=O.C(OC([N:15]1[CH2:19][C@H:18]([O:20][C:21]2[CH:26]=[CH:25][C:24]([C:27]3[S:28][C:29]4[C:34]([N:35]=3)=[CH:33][CH:32]=[C:31]([C:36]3([C:39]5[CH:44]=[CH:43][CH:42]=[CH:41][CH:40]=5)[CH2:38][CH2:37]3)[N:30]=4)=[CH:23][CH:22]=2)[CH2:17][C@H:16]1[C:45]([OH:47])=[O:46])=O)(C)(C)C. Product: [C:39]1([C:36]2([C:31]3[N:30]=[C:29]4[S:28][C:27]([C:24]5[CH:25]=[CH:26][C:21]([O:20][C@H:18]6[CH2:19][NH:15][C@H:16]([C:45]([OH:47])=[O:46])[CH2:17]6)=[CH:22][CH:23]=5)=[N:35][C:34]4=[CH:33][CH:32]=3)[CH2:37][CH2:38]2)[CH:40]=[CH:41][CH:42]=[CH:43][CH:44]=1. The catalyst class is: 2. (7) Reactant: [CH2:1]([N:8]1[C:16]2[C:11](=[CH:12][C:13]([NH:17][C:18]3[N:26]=[CH:25][C:24]([CH:27]4[CH2:29][CH2:28]4)=[CH:23][C:19]=3[C:20]([OH:22])=O)=[CH:14][CH:15]=2)[CH:10]=[CH:9]1)[C:2]1[CH:7]=[CH:6][CH:5]=[CH:4][CH:3]=1.C(N1C=CN=C1)(N1C=CN=C1)=O.[CH3:42][S:43]([NH2:46])(=[O:45])=[O:44].N12CCCN=C1CCCCC2.Cl. Product: [CH2:1]([N:8]1[C:16]2[C:11](=[CH:12][C:13]([NH:17][C:18]3[N:26]=[CH:25][C:24]([CH:27]4[CH2:28][CH2:29]4)=[CH:23][C:19]=3[C:20]([NH:46][S:43]([CH3:42])(=[O:45])=[O:44])=[O:22])=[CH:14][CH:15]=2)[CH:10]=[CH:9]1)[C:2]1[CH:3]=[CH:4][CH:5]=[CH:6][CH:7]=1. The catalyst class is: 253. (8) Product: [OH:28][CH2:27][C:26]([NH:31][C:32](=[O:34])[CH3:33])([CH2:29][OH:30])[CH2:25][C:10]1[C:11]2[C:16](=[CH:15][C:14]([CH2:17][CH2:18][CH2:19][CH2:20][CH2:21][CH2:22][CH2:23][CH3:24])=[CH:13][CH:12]=2)[NH:8][CH:9]=1. The catalyst class is: 2. Reactant: C(OC([N:8]1[C:16]2[C:11](=[CH:12][CH:13]=[C:14]([CH2:17][CH2:18][CH2:19][CH2:20][CH2:21][CH2:22][CH2:23][CH3:24])[CH:15]=2)[C:10]([CH2:25][C:26]([NH:31][C:32](=[O:34])[CH3:33])([CH2:29][OH:30])[CH2:27][OH:28])=[CH:9]1)=O)(C)(C)C.FC(F)(F)C(O)=O. (9) The catalyst class is: 9. Product: [CH3:21][N:22]1[CH2:27][CH2:26][N:25]([CH2:19][C:15]2[CH:16]=[C:17]3[C:12](=[CH:13][CH:14]=2)[NH:11][C:10]([C:3]2[C:4]4[C:9](=[CH:8][CH:7]=[CH:6][CH:5]=4)[NH:1][N:2]=2)=[CH:18]3)[CH2:24][CH2:23]1. Reactant: [NH:1]1[C:9]2[C:4](=[CH:5][CH:6]=[CH:7][CH:8]=2)[C:3]([C:10]2[NH:11][C:12]3[C:17]([CH:18]=2)=[CH:16][C:15]([CH:19]=O)=[CH:14][CH:13]=3)=[N:2]1.[CH3:21][N:22]1[CH2:27][CH2:26][NH:25][CH2:24][CH2:23]1.C(O)(=O)C.C(O[BH-](OC(=O)C)OC(=O)C)(=O)C.[Na+].